From a dataset of Full USPTO retrosynthesis dataset with 1.9M reactions from patents (1976-2016). Predict the reactants needed to synthesize the given product. (1) Given the product [Br:8][C:6]1[CH:7]=[C:2]([N:9]2[CH2:14][CH2:13][CH:12]([C:15]([O:17][CH2:18][CH3:19])=[O:16])[CH2:11][CH2:10]2)[CH:3]=[N:4][CH:5]=1, predict the reactants needed to synthesize it. The reactants are: Br[C:2]1[CH:3]=[N:4][CH:5]=[C:6]([Br:8])[CH:7]=1.[NH:9]1[CH2:14][CH2:13][CH:12]([C:15]([O:17][CH2:18][CH3:19])=[O:16])[CH2:11][CH2:10]1.C(=O)([O-])[O-].[Cs+].[Cs+]. (2) Given the product [F:8][C:7]1[C:2]2[S:18][C:17]([SH:20])=[N:9][C:3]=2[CH:4]=[CH:5][CH:6]=1, predict the reactants needed to synthesize it. The reactants are: F[C:2]1[C:7]([F:8])=[CH:6][CH:5]=[CH:4][C:3]=1[NH2:9].ClC1C2[S:18][C:17]([SH:20])=NC=2C=CC=1. (3) Given the product [NH2:51][C:52]([CH3:66])([CH3:65])[CH2:53][CH:54]([C:58]1[CH:59]=[CH:60][C:61]([Cl:64])=[CH:62][CH:63]=1)[C:55]([N:40]1[CH2:39][CH2:38][N:37]([C:35]2[C:36]3[C@H:28]([CH3:27])[CH2:29][C@@H:30]([OH:43])[C:31]=3[N:32]=[CH:33][N:34]=2)[CH2:42][CH2:41]1)=[O:56].[ClH:25], predict the reactants needed to synthesize it. The reactants are: CN(C(ON1N=NC2C=CC=CC1=2)=[N+](C)C)C.F[P-](F)(F)(F)(F)F.[ClH:25].Cl.[CH3:27][C@H:28]1[C:36]2[C:35]([N:37]3[CH2:42][CH2:41][NH:40][CH2:39][CH2:38]3)=[N:34][CH:33]=[N:32][C:31]=2[C@H:30]([OH:43])[CH2:29]1.C(OC([NH:51][C:52]([CH3:66])([CH3:65])[CH2:53][CH:54]([C:58]1[CH:63]=[CH:62][C:61]([Cl:64])=[CH:60][CH:59]=1)[C:55](O)=[O:56])=O)(C)(C)C.Cl. (4) Given the product [F:34][C:4]1[CH:5]=[CH:6][C:1]([CH2:7][C:12]2[N:16]([C@H:17]3[CH2:33][N:21]4[C:22]5[C:27]([C:28]([CH2:29][C:30]([OH:32])=[O:31])=[C:20]4[CH2:19][CH2:18]3)=[CH:26][CH:25]=[CH:24][CH:23]=5)[N:15]=[N:14][CH:13]=2)=[CH:2][CH:3]=1, predict the reactants needed to synthesize it. The reactants are: [C:1]1([C:7]2([C:12]3[N:16]([CH:17]4[CH2:33][N:21]5[C:22]6[C:27]([C:28]([CH2:29][C:30]([OH:32])=[O:31])=[C:20]5[CH2:19][CH2:18]4)=[CH:26][CH:25]=[CH:24][CH:23]=6)[N:15]=[N:14][CH:13]=3)CCCC2)[CH:6]=[CH:5][CH:4]=[CH:3][CH:2]=1.[F:34]C1C=CC(CC#C)=CC=1.FC1C=CC(CCl)=CC=1.C([Si](C)(C)C)#C.[N-]=[N+]=[N-]. (5) Given the product [Br:1][C:2]1[CH:7]=[N:6][C:5]([O:8][C:22]2[CH:23]=[N:18][CH:19]=[N:20][CH:21]=2)=[N:4][CH:3]=1, predict the reactants needed to synthesize it. The reactants are: [Br:1][C:2]1[CH:3]=[N:4][C:5]([O:8]N2C3=NC=CC=C3N=N2)=[N:6][CH:7]=1.[N:18]1[CH:23]=[C:22](B(O)O)[CH:21]=[N:20][CH:19]=1.C([O-])([O-])=O.[Cs+].[Cs+].